Task: Regression. Given two drug SMILES strings and cell line genomic features, predict the synergy score measuring deviation from expected non-interaction effect.. Dataset: NCI-60 drug combinations with 297,098 pairs across 59 cell lines (1) Drug 1: CC1=C(N=C(N=C1N)C(CC(=O)N)NCC(C(=O)N)N)C(=O)NC(C(C2=CN=CN2)OC3C(C(C(C(O3)CO)O)O)OC4C(C(C(C(O4)CO)O)OC(=O)N)O)C(=O)NC(C)C(C(C)C(=O)NC(C(C)O)C(=O)NCCC5=NC(=CS5)C6=NC(=CS6)C(=O)NCCC[S+](C)C)O. Drug 2: C(CC(=O)O)C(=O)CN.Cl. Cell line: UACC-257. Synergy scores: CSS=15.5, Synergy_ZIP=-4.01, Synergy_Bliss=-1.53, Synergy_Loewe=0.256, Synergy_HSA=0.929. (2) Drug 1: C1CCC(C1)C(CC#N)N2C=C(C=N2)C3=C4C=CNC4=NC=N3. Drug 2: COC1=C2C(=CC3=C1OC=C3)C=CC(=O)O2. Cell line: KM12. Synergy scores: CSS=17.1, Synergy_ZIP=6.01, Synergy_Bliss=10.3, Synergy_Loewe=-18.2, Synergy_HSA=-1.52. (3) Drug 1: C1=NC(=NC(=O)N1C2C(C(C(O2)CO)O)O)N. Drug 2: CC1=C(C(=O)C2=C(C1=O)N3CC4C(C3(C2COC(=O)N)OC)N4)N. Cell line: MDA-MB-435. Synergy scores: CSS=21.7, Synergy_ZIP=-5.81, Synergy_Bliss=-2.42, Synergy_Loewe=-0.570, Synergy_HSA=-0.807. (4) Drug 1: C1=CC(=C2C(=C1NCCNCCO)C(=O)C3=C(C=CC(=C3C2=O)O)O)NCCNCCO. Drug 2: COC1=C2C(=CC3=C1OC=C3)C=CC(=O)O2. Cell line: SR. Synergy scores: CSS=64.5, Synergy_ZIP=0.161, Synergy_Bliss=-0.814, Synergy_Loewe=-28.9, Synergy_HSA=-0.469.